This data is from NCI-60 drug combinations with 297,098 pairs across 59 cell lines. The task is: Regression. Given two drug SMILES strings and cell line genomic features, predict the synergy score measuring deviation from expected non-interaction effect. Drug 1: CC1=C2C(C(=O)C3(C(CC4C(C3C(C(C2(C)C)(CC1OC(=O)C(C(C5=CC=CC=C5)NC(=O)C6=CC=CC=C6)O)O)OC(=O)C7=CC=CC=C7)(CO4)OC(=O)C)O)C)OC(=O)C. Drug 2: C1CN(CCN1C(=O)CCBr)C(=O)CCBr. Cell line: OVCAR-5. Synergy scores: CSS=48.4, Synergy_ZIP=-6.45, Synergy_Bliss=-4.50, Synergy_Loewe=-9.99, Synergy_HSA=-1.67.